From a dataset of Full USPTO retrosynthesis dataset with 1.9M reactions from patents (1976-2016). Predict the reactants needed to synthesize the given product. (1) Given the product [C:27]1([N:7]([C:1]2[CH:2]=[CH:3][CH:4]=[CH:5][CH:6]=2)[C:8]2[CH:9]=[CH:10][C:11]([C:14]3[CH:19]=[CH:18][C:17]([C:20]4[CH:25]=[CH:24][N:23]=[C:22]([N:26]([CH2:14][C:11]5[CH:12]=[CH:13][CH:8]=[CH:9][CH:10]=5)[CH2:35][C:36]5[CH:41]=[CH:40][CH:39]=[CH:38][CH:37]=5)[N:21]=4)=[CH:16][CH:15]=3)=[CH:12][CH:13]=2)[CH:28]=[CH:29][CH:30]=[CH:31][CH:32]=1, predict the reactants needed to synthesize it. The reactants are: [C:1]1([N:7]([C:27]2[CH:32]=[CH:31][CH:30]=[CH:29][CH:28]=2)[C:8]2[CH:13]=[CH:12][C:11]([C:14]3[CH:19]=[CH:18][C:17]([C:20]4[CH:25]=[CH:24][N:23]=[C:22]([NH2:26])[N:21]=4)=[CH:16][CH:15]=3)=[CH:10][CH:9]=2)[CH:6]=[CH:5][CH:4]=[CH:3][CH:2]=1.[OH-].[Na+].[CH2:35](Br)[C:36]1[CH:41]=[CH:40][CH:39]=[CH:38][CH:37]=1.O. (2) Given the product [CH3:1][O:2][C:3](=[O:13])[C:4]1[CH:9]=[C:8]([O:10][CH2:11][CH2:23][CH2:22][O:21][CH3:20])[CH:7]=[C:6]([O:12][CH3:14])[CH:5]=1, predict the reactants needed to synthesize it. The reactants are: [CH3:1][O:2][C:3](=[O:13])[C:4]1[CH:9]=[C:8]([O:10][CH3:11])[CH:7]=[C:6]([OH:12])[CH:5]=1.[C:14]([O-])([O-])=O.[K+].[K+].[CH3:20][O:21][CH2:22][CH2:23]COS(C1C=CC(C)=CC=1)(=O)=O.C(OCC)(=O)C. (3) Given the product [Cl:1][C:2]1[C:11]2[C:6](=[CH:7][CH:8]=[C:9]([O:12][CH:15]([CH2:16][F:17])[CH2:14][F:13])[CH:10]=2)[N:5]=[CH:4][N:3]=1, predict the reactants needed to synthesize it. The reactants are: [Cl:1][C:2]1[C:11]2[C:6](=[CH:7][CH:8]=[C:9]([OH:12])[CH:10]=2)[N:5]=[CH:4][N:3]=1.[F:13][CH2:14][CH:15](O)[CH2:16][F:17].C1(P(C2C=CC=CC=2)C2C=CC=CC=2)C=CC=CC=1.C(=O)([O-])O.[Na+]. (4) Given the product [C:45]([O:44][C:42](=[O:43])[NH:31][C@H:32]([C:33]1[CH:34]=[CH:35][CH:36]=[CH:37][CH:38]=1)[C:39]([N:25]1[CH2:26][CH2:27][CH2:28][CH2:29][C@H:24]1[C:22](=[O:23])[NH:21][C:18]1[CH:17]=[CH:16][C:15]([C:14]#[C:13][C:12]2[C:8]([C:6]3[CH:7]=[C:2]([Cl:1])[CH:3]=[CH:4][C:5]=3[OH:30])=[N:9][NH:10][CH:11]=2)=[CH:20][CH:19]=1)=[O:40])([CH3:48])([CH3:46])[CH3:47], predict the reactants needed to synthesize it. The reactants are: [Cl:1][C:2]1[CH:3]=[CH:4][C:5]([OH:30])=[C:6]([C:8]2[C:12]([C:13]#[C:14][C:15]3[CH:20]=[CH:19][C:18]([NH:21][C:22]([C@@H:24]4[CH2:29][CH2:28][CH2:27][CH2:26][NH:25]4)=[O:23])=[CH:17][CH:16]=3)=[CH:11][NH:10][N:9]=2)[CH:7]=1.[NH:31]([C:42]([O:44][C:45]([CH3:48])([CH3:47])[CH3:46])=[O:43])[C@@H:32]([C:39](O)=[O:40])[C:33]1[CH:38]=[CH:37][CH:36]=[CH:35][CH:34]=1.CC(C)N=C=NC(C)C. (5) Given the product [CH3:57][N:58]1[CH:62]=[C:61]([NH:63][C:64]2[CH:69]=[C:68]([NH:43][C:44]3[CH:54]=[CH:53][CH:52]=[C:51]([O:55][CH3:56])[C:45]=3[C:46]([NH:48][O:49][CH3:50])=[O:47])[C:67]([C:71]([F:73])([F:72])[F:74])=[CH:66][N:65]=2)[C:60]([CH3:75])=[N:59]1, predict the reactants needed to synthesize it. The reactants are: CC1(C)C2C=CC=C(P(C3C=CC=CC=3)C3C=CC=CC=3)C=2OC2C1=CC=CC=2P(C1C=CC=CC=1)C1C=CC=CC=1.[NH2:43][C:44]1[CH:54]=[CH:53][CH:52]=[C:51]([O:55][CH3:56])[C:45]=1[C:46]([NH:48][O:49][CH3:50])=[O:47].[CH3:57][N:58]1[CH:62]=[C:61]([NH:63][C:64]2[CH:69]=[C:68](I)[C:67]([C:71]([F:74])([F:73])[F:72])=[CH:66][N:65]=2)[C:60]([CH3:75])=[N:59]1.C(=O)([O-])[O-].[Cs+].[Cs+]. (6) Given the product [CH2:8]1[C@@H:12]2[CH:13]3[C:18](=[O:19])[O:17][C:15](=[O:16])[CH:14]3[C@H:9]1[CH:10]=[CH:11]2.[CH:42]12[CH2:47][CH:45]([CH:44]=[CH:43]1)[CH2:46][CH:41]2[C:39]([O:38][C:34]([CH3:37])([CH3:36])[CH3:35])=[O:40].[C:4]1(=[O:5])[O:6][C:1](=[O:7])[CH:2]=[CH:3]1.[CH3:20][O:21][C:22]([CH:24]1[CH:28]([C:29]([OH:31])=[O:30])[CH:27]2[CH:32]=[CH:33][CH:25]1[CH2:26]2)=[O:23].[CH:9]12[CH2:8][CH:12]([CH:11]=[CH:10]1)[CH2:13][CH:14]2[C:15]([OH:17])=[O:16], predict the reactants needed to synthesize it. The reactants are: [C:1]1(=[O:7])[O:6][C:4](=[O:5])[CH:3]=[CH:2]1.[CH2:8]1[C@@H:12]2[CH:13]3[C:18](=[O:19])[O:17][C:15](=[O:16])[CH:14]3[C@H:9]1[CH:10]=[CH:11]2.[CH3:20][O:21][C:22]([CH:24]1[CH:28]([C:29]([OH:31])=[O:30])[CH:27]2[CH:32]=[CH:33][CH:25]1[CH2:26]2)=[O:23].[C:34]([O:38][C:39]([CH:41]1[CH2:46][CH:45]2[CH2:47][CH:42]1[CH:43]=[CH:44]2)=[O:40])([CH3:37])([CH3:36])[CH3:35].N(C(C)(C)C#N)=NC(C)(C)C#N.